Dataset: Full USPTO retrosynthesis dataset with 1.9M reactions from patents (1976-2016). Task: Predict the reactants needed to synthesize the given product. (1) The reactants are: [NH:1]1[CH:5]=[CH:4][C:3]([C:6]2[CH:11]=[CH:10][CH:9]=[CH:8][N:7]=2)=[N:2]1.[F:12][C:13]1[C:14](F)=[C:15]([CH:18]=[CH:19][CH:20]=1)[C:16]#[N:17].C(=O)([O-])[O-].[K+].[K+].CN(C=O)C. Given the product [F:12][C:13]1[CH:14]=[C:15]([CH:18]=[C:19]([N:1]2[CH:5]=[CH:4][C:3]([C:6]3[CH:11]=[CH:10][CH:9]=[CH:8][N:7]=3)=[N:2]2)[CH:20]=1)[C:16]#[N:17], predict the reactants needed to synthesize it. (2) Given the product [OH:1][CH:2]([C:8]1[CH:9]=[N:10][CH:11]=[C:12]([C:14]2[CH:15]=[C:16]3[C:22]([C:37]4[O:38][CH:39]=[CH:40][N:41]=4)=[CH:21][N:20]([CH2:24][O:25][CH2:26][CH2:27][Si:28]([CH3:31])([CH3:30])[CH3:29])[C:17]3=[N:18][CH:19]=2)[CH:13]=1)[C:3]([N:5]([CH3:7])[CH3:6])=[O:4], predict the reactants needed to synthesize it. The reactants are: [OH:1][CH:2]([C:8]1[CH:9]=[N:10][CH:11]=[C:12]([C:14]2[CH:15]=[C:16]3[C:22](I)=[CH:21][N:20]([CH2:24][O:25][CH2:26][CH2:27][Si:28]([CH3:31])([CH3:30])[CH3:29])[C:17]3=[N:18][CH:19]=2)[CH:13]=1)[C:3]([N:5]([CH3:7])[CH3:6])=[O:4].C([Sn](CCCC)(CCCC)[C:37]1[O:38][CH:39]=[CH:40][N:41]=1)CCC. (3) Given the product [N:11]1([C:17]([C:19]2[CH:20]=[CH:21][C:22]([C:25]3[N:33]4[C:28]([CH:29]=[CH:30][CH:31]=[CH:32]4)=[CH:27][C:26]=3[C:34](=[O:36])[CH3:1])=[N:23][CH:24]=2)=[O:18])[CH2:16][CH2:15][O:14][CH2:13][CH2:12]1, predict the reactants needed to synthesize it. The reactants are: [CH3:1]NCCNC.C[Al](C)C.[N:11]1([C:17]([C:19]2[CH:20]=[CH:21][C:22]([C:25]3[N:33]4[C:28]([CH:29]=[CH:30][CH:31]=[CH:32]4)=[CH:27][C:26]=3[C:34]([O:36]CC)=O)=[N:23][CH:24]=2)=[O:18])[CH2:16][CH2:15][O:14][CH2:13][CH2:12]1. (4) Given the product [Cl:1][C:2]1[CH:7]=[CH:6][C:5]([C:8]2[CH2:13][S:12][C:11](=[O:14])[N:10]([CH2:15][C:16]3[CH:17]=[C:18]4[C:22](=[CH:23][CH:24]=3)[NH:21][C:20](=[O:25])[CH2:19]4)[N:9]=2)=[CH:4][CH:3]=1, predict the reactants needed to synthesize it. The reactants are: [Cl:1][C:2]1[CH:7]=[CH:6][C:5]([C:8]2[CH2:13][S:12][C:11](=[O:14])[N:10]([CH2:15][C:16]3[CH:17]=[C:18]4[C:22](=[CH:23][CH:24]=3)[NH:21][C:20](=[O:25])[CH:19]4SC)[N:9]=2)=[CH:4][CH:3]=1. (5) Given the product [CH3:18][O:19][C:20]1[CH:21]=[CH:22][C:23]([CH2:24][N:25]([CH2:36][C:37]2[CH:38]=[CH:39][C:40]([O:43][CH3:44])=[CH:41][CH:42]=2)[C:26]2[CH:27]=[C:28]([C:5]3([CH2:7][C:8]([O:10][CH2:11][C:12]4[CH:17]=[CH:16][CH:15]=[CH:14][CH:13]=4)=[O:9])[CH2:4][O:3][CH2:6]3)[CH:29]=[CH:30][C:31]=2[Cl:32])=[CH:45][CH:46]=1, predict the reactants needed to synthesize it. The reactants are: [OH-].[K+].[O:3]1[CH2:6][C:5](=[CH:7][C:8]([O:10][CH2:11][C:12]2[CH:17]=[CH:16][CH:15]=[CH:14][CH:13]=2)=[O:9])[CH2:4]1.[CH3:18][O:19][C:20]1[CH:46]=[CH:45][C:23]([CH2:24][N:25]([CH2:36][C:37]2[CH:42]=[CH:41][C:40]([O:43][CH3:44])=[CH:39][CH:38]=2)[C:26]2[CH:27]=[C:28](B(O)O)[CH:29]=[CH:30][C:31]=2[Cl:32])=[CH:22][CH:21]=1. (6) Given the product [CH3:12][C:13]1[CH:20]=[CH:19][C:16]([CH:17]2[CH2:8][O:18]2)=[CH:15][N:14]=1, predict the reactants needed to synthesize it. The reactants are: CS(C)=O.[H-].[Na+].[I-].[CH3:8][S+](C)C.[CH3:12][C:13]1[CH:20]=[CH:19][C:16]([CH:17]=[O:18])=[CH:15][N:14]=1. (7) Given the product [F:32][C:26]1[CH:27]=[CH:28][CH:29]=[C:30]([F:31])[C:25]=1[NH:24][C:22](=[O:23])[C:21]1[CH:33]=[C:17]([C:9]2[N:10]=[C:11]3[CH:16]=[CH:15][CH:14]=[CH:13][N:12]3[C:8]=2[C:6]2[CH:5]=[CH:4][N:3]=[C:2]([NH:42][C:41]3[CH:43]=[C:37]([CH3:36])[C:38]([CH:46]4[CH2:51][CH2:50][N:49]([CH2:52][CH2:53][CH3:54])[CH2:48][CH2:47]4)=[CH:39][C:40]=3[O:44][CH3:45])[N:7]=2)[CH:18]=[CH:19][C:20]=1[O:34][CH3:35], predict the reactants needed to synthesize it. The reactants are: Cl[C:2]1[N:7]=[C:6]([C:8]2[N:12]3[CH:13]=[CH:14][CH:15]=[CH:16][C:11]3=[N:10][C:9]=2[C:17]2[CH:18]=[CH:19][C:20]([O:34][CH3:35])=[C:21]([CH:33]=2)[C:22]([NH:24][C:25]2[C:30]([F:31])=[CH:29][CH:28]=[CH:27][C:26]=2[F:32])=[O:23])[CH:5]=[CH:4][N:3]=1.[CH3:36][C:37]1[C:38]([CH:46]2[CH2:51][CH2:50][N:49]([CH2:52][CH2:53][CH3:54])[CH2:48][CH2:47]2)=[CH:39][C:40]([O:44][CH3:45])=[C:41]([CH:43]=1)[NH2:42].C1(C)C=CC(S(O)(=O)=O)=CC=1.C[O-].[Na+]. (8) Given the product [OH:5][CH2:4][C@H:3]([NH:2][C:14](=[O:15])[C@@H:13]([CH3:12])[CH2:17][CH:18]=[CH2:19])[C:6]1[CH:11]=[CH:10][CH:9]=[CH:8][N:7]=1, predict the reactants needed to synthesize it. The reactants are: Cl.[NH2:2][C@H:3]([C:6]1[CH:11]=[CH:10][CH:9]=[CH:8][N:7]=1)[CH2:4][OH:5].[CH3:12][C@@H:13]([CH2:17][CH:18]=[CH2:19])[C:14](O)=[O:15].CCOC(C)=O.CCCCCC.